This data is from HIV replication inhibition screening data with 41,000+ compounds from the AIDS Antiviral Screen. The task is: Binary Classification. Given a drug SMILES string, predict its activity (active/inactive) in a high-throughput screening assay against a specified biological target. The molecule is COc1ccc(C2=C(N)c3cc(OC)ccc3C2=O)cc1. The result is 0 (inactive).